Dataset: Reaction yield outcomes from USPTO patents with 853,638 reactions. Task: Predict the reaction yield, written as a fraction of the theoretical maximum amount of product (1.0 means a 100% yield; for example, 0.34 means a 34% yield). (1) The reactants are [Br:1][C:2]1[N:11]=[C:10]2[C:5]([C:6](=O)[CH2:7][CH2:8][NH:9]2)=[CH:4][CH:3]=1.[CH:13](I)(I)[I:14]. The catalyst is O1CCCC1.C(Cl)Cl. The product is [Br:1][C:2]1[N:11]=[C:10]2[C:5]([C:6](=[CH:13][I:14])[CH2:7][CH2:8][NH:9]2)=[CH:4][CH:3]=1. The yield is 0.270. (2) The yield is 0.504. The reactants are [O-:1][C:2]#[N:3].[K+].[NH2:5][C:6]1[CH:11]=[C:10]([Cl:12])[CH:9]=[CH:8][C:7]=1[OH:13]. The product is [Cl:12][C:10]1[CH:9]=[CH:8][C:7]([OH:13])=[C:6]([NH:5][C:2]([NH2:3])=[O:1])[CH:11]=1. The catalyst is O.C(O)(=O)C. (3) The reactants are [N+:1]([C:4]1[CH:9]=[CH:8][C:7]([N:10]2[CH2:15][CH2:14][NH:13][CH2:12][CH2:11]2)=[CH:6][CH:5]=1)([O-:3])=[O:2].[H-].[Na+].[CH3:18]I. The catalyst is CN(C)C=O. The product is [CH3:18][N:13]1[CH2:14][CH2:15][N:10]([C:7]2[CH:6]=[CH:5][C:4]([N+:1]([O-:3])=[O:2])=[CH:9][CH:8]=2)[CH2:11][CH2:12]1. The yield is 0.900. (4) The reactants are C([Li])CCC.CN(C[N:10]1[CH:14]=[CH:13][N:12]=[CH:11]1)C.[I:15][C:16]1[CH:23]=[CH:22][CH:21]=[CH:20][C:17]=1[CH:18]=[O:19].Cl. The catalyst is O1CCCC1. The product is [NH:10]1[CH:14]=[CH:13][N:12]=[C:11]1[CH:18]([C:17]1[CH:20]=[CH:21][CH:22]=[CH:23][C:16]=1[I:15])[OH:19]. The yield is 0.380. (5) The reactants are [F:1][C:2]1[CH:3]=[CH:4][C:5]2[NH:6][C:7]3[C:12]([C:13]=2[CH:14]=1)=[CH:11][C:10]([F:15])=[CH:9][CH:8]=3.[OH-].[K+].Cl[CH2:19][C:20]1([CH3:23])[CH2:22][O:21]1. The catalyst is CN(C)C=O. The product is [F:15][C:10]1[CH:9]=[CH:8][C:7]2[N:6]([CH2:19][C:20]3([CH3:23])[CH2:22][O:21]3)[C:5]3[C:13]([C:12]=2[CH:11]=1)=[CH:14][C:2]([F:1])=[CH:3][CH:4]=3. The yield is 0.630. (6) The reactants are C(N(CC)CC)C.CS([Cl:12])(=O)=O.[CH3:13][C:14]1[CH:15]=[C:16]([CH2:21]O)[CH:17]=[C:18]([CH3:20])[CH:19]=1.C([O-])(O)=O.[Na+]. The catalyst is C(Cl)Cl. The product is [Cl:12][CH2:21][C:16]1[CH:15]=[C:14]([CH3:13])[CH:19]=[C:18]([CH3:20])[CH:17]=1. The yield is 0.660.